From a dataset of Full USPTO retrosynthesis dataset with 1.9M reactions from patents (1976-2016). Predict the reactants needed to synthesize the given product. (1) Given the product [NH2:16][C:12]1[CH:11]=[C:10]2[C:15](=[CH:14][CH:13]=1)[N:7]([CH:1]1[CH2:2][CH2:3][CH2:4][CH2:5][CH2:6]1)[C:8]([C:19]1[CH:20]=[CH:21][CH:22]=[CH:23][CH:24]=1)=[CH:9]2, predict the reactants needed to synthesize it. The reactants are: [CH:1]1([N:7]2[C:15]3[C:10](=[CH:11][C:12]([N+:16]([O-])=O)=[CH:13][CH:14]=3)[CH:9]=[C:8]2[C:19]2[CH:24]=[CH:23][C:22](C)=[CH:21][CH:20]=2)[CH2:6][CH2:5][CH2:4][CH2:3][CH2:2]1.O.C([O-])(O)=O.[Na+]. (2) Given the product [OH:18][CH2:17][CH2:16][O:15][CH2:14][CH2:13][N:11]([CH3:12])[S:8]([C:5]1[CH:6]=[CH:7][C:2]([NH:1][CH:22]=[C:23]2[C:34]3[C:26](=[CH:27][CH:28]=[C:29]4[C:33]=3[S:32][CH:31]=[N:30]4)[NH:25][C:24]2=[O:35])=[CH:3][CH:4]=1)(=[O:10])=[O:9], predict the reactants needed to synthesize it. The reactants are: [NH2:1][C:2]1[CH:7]=[CH:6][C:5]([S:8]([N:11]([CH2:13][CH2:14][O:15][CH2:16][CH2:17][OH:18])[CH3:12])(=[O:10])=[O:9])=[CH:4][CH:3]=1.C(O[CH:22]=[C:23]1[C:34]2[C:26](=[CH:27][CH:28]=[C:29]3[C:33]=2[S:32][CH:31]=[N:30]3)[NH:25][C:24]1=[O:35])C. (3) Given the product [ClH:9].[CH2:11]([O:5][C:4](=[O:6])[C@H:2]([CH3:3])[NH2:1])[CH:12]([CH3:14])[CH3:13], predict the reactants needed to synthesize it. The reactants are: [NH2:1][C@H:2]([C:4]([OH:6])=[O:5])[CH3:3].S(Cl)([Cl:9])=O.[CH2:11](O)[CH:12]([CH3:14])[CH3:13]. (4) Given the product [F:16][C:14]1[CH:15]=[C:10]([CH:11]=[C:12]([F:17])[CH:13]=1)[C:9]([NH:8][C@H:5]1[CH2:4][CH2:3][C@@H:2]([NH:1][C:20]2[C:29]3[C:24](=[CH:25][CH:26]=[C:27]([F:30])[CH:28]=3)[N:23]=[C:22]([C:31]([F:32])([F:33])[F:34])[CH:21]=2)[CH2:7][CH2:6]1)=[O:18], predict the reactants needed to synthesize it. The reactants are: [NH2:1][CH:2]1[CH2:7][CH2:6][CH:5]([NH:8][C:9](=[O:18])[C:10]2[CH:15]=[C:14]([F:16])[CH:13]=[C:12]([F:17])[CH:11]=2)[CH2:4][CH2:3]1.Cl[C:20]1[C:29]2[C:24](=[CH:25][CH:26]=[C:27]([F:30])[CH:28]=2)[N:23]=[C:22]([C:31]([F:34])([F:33])[F:32])[CH:21]=1. (5) Given the product [ClH:1].[NH2:13][C:7]1[CH:6]=[C:5]([O:16][CH2:17][CH2:18][CH2:19][N:20]2[CH2:24][CH2:23][CH2:22][CH2:21]2)[C:4]([O:3][CH3:2])=[CH:12][C:8]=1[C:9]([NH2:11])=[O:10], predict the reactants needed to synthesize it. The reactants are: [ClH:1].[CH3:2][O:3][C:4]1[C:5]([O:16][CH2:17][CH2:18][CH2:19][N:20]2[CH2:24][CH2:23][CH2:22][CH2:21]2)=[CH:6][C:7]([N+:13]([O-])=O)=[C:8]([CH:12]=1)[C:9]([NH2:11])=[O:10]. (6) Given the product [Cl:27][C:22]1[CH:21]=[C:20]([CH:25]=[CH:24][C:23]=1[Cl:26])[CH2:19][O:1][C:2]1[CH:9]=[CH:8][C:5]([CH:6]=[O:7])=[C:4]([O:10][CH3:11])[CH:3]=1, predict the reactants needed to synthesize it. The reactants are: [OH:1][C:2]1[CH:9]=[CH:8][C:5]([CH:6]=[O:7])=[C:4]([O:10][CH3:11])[CH:3]=1.C(=O)([O-])[O-].[K+].[K+].Br[CH2:19][C:20]1[CH:25]=[CH:24][C:23]([Cl:26])=[C:22]([Cl:27])[CH:21]=1.